Dataset: Forward reaction prediction with 1.9M reactions from USPTO patents (1976-2016). Task: Predict the product of the given reaction. (1) Given the reactants Cl.Cl.[NH:3]1[CH2:6][CH:5]([C:7]2[C:8]([O:28][CH3:29])=[C:9]([CH:15]([N:17]3[C:21]4=[N:22][CH:23]=[N:24][C:25]([NH2:26])=[C:20]4[C:19]([CH3:27])=[N:18]3)[CH3:16])[CH:10]=[C:11]([Cl:14])[C:12]=2[CH3:13])[CH2:4]1.[C:30]1(=[CH:34][C:35]#[N:36])[CH2:33][CH2:32][CH2:31]1.N12CCCN=C1CCCCC2, predict the reaction product. The product is: [NH2:26][C:25]1[N:24]=[CH:23][N:22]=[C:21]2[N:17]([CH:15]([C:9]3[C:8]([O:28][CH3:29])=[C:7]([CH:5]4[CH2:4][N:3]([C:30]5([CH2:34][C:35]#[N:36])[CH2:33][CH2:32][CH2:31]5)[CH2:6]4)[C:12]([CH3:13])=[C:11]([Cl:14])[CH:10]=3)[CH3:16])[N:18]=[C:19]([CH3:27])[C:20]=12. (2) Given the reactants [Br:1][C:2]1[C:6]([CH3:7])=[C:5]([I:8])[S:4][C:3]=1[CH:9]=[O:10].[CH2:11](O)[CH2:12][OH:13], predict the reaction product. The product is: [Br:1][C:2]1[C:6]([CH3:7])=[C:5]([I:8])[S:4][C:3]=1[CH:9]1[O:13][CH2:12][CH2:11][O:10]1. (3) Given the reactants Cl[C:2]1[N:7]=[C:6](Cl)[N:5]=[C:4](Cl)[N:3]=1.[F:10][C:11]([F:15])([F:14])[CH2:12][OH:13].N1C(C)=CC(C)=CC=1C.[NH2:25][C:26]1[CH:38]=[CH:37][C:29]([C:30]([O:32][C:33]([CH3:36])([CH3:35])[CH3:34])=[O:31])=[CH:28][CH:27]=1.CCN(C(C)C)C(C)C.[NH2:48][CH2:49][C:50]1[CH:55]=[CH:54][C:53]([OH:56])=[CH:52][CH:51]=1, predict the reaction product. The product is: [OH:56][C:53]1[CH:54]=[CH:55][C:50]([CH2:49][NH:48][C:2]2[N:7]=[C:6]([O:13][CH2:12][C:11]([F:15])([F:14])[F:10])[N:5]=[C:4]([NH:25][C:26]3[CH:38]=[CH:37][C:29]([C:30]([O:32][C:33]([CH3:34])([CH3:35])[CH3:36])=[O:31])=[CH:28][CH:27]=3)[N:3]=2)=[CH:51][CH:52]=1. (4) Given the reactants [CH3:1][C:2]1([CH3:20])[NH:7][CH2:6][CH2:5][N:4]([C:8]2[CH:13]=[CH:12][C:11]([O:14][CH3:15])=[C:10]([N+:16]([O-])=O)[CH:9]=2)[C:3]1=[O:19], predict the reaction product. The product is: [NH2:16][C:10]1[CH:9]=[C:8]([N:4]2[CH2:5][CH2:6][NH:7][C:2]([CH3:1])([CH3:20])[C:3]2=[O:19])[CH:13]=[CH:12][C:11]=1[O:14][CH3:15]. (5) Given the reactants [CH2:1]([O:3][CH2:4][C:5]1[N:6]([CH2:18][CH2:19][CH2:20][CH2:21][CH2:22][C:23]([N:25]2[CH2:30][CH2:29][O:28][CH2:27][CH2:26]2)=[O:24])[C:7]2[C:16]3[CH:15]=[CH:14][CH:13]=[CH:12][C:11]=3[N:10]=[CH:9][C:8]=2[N:17]=1)[CH3:2].C1C=C(Cl)C=C(C(OO)=O)C=1.C1(C)C=CC(S(Cl)(=O)=O)=CC=1.[OH-].[NH4+:54], predict the reaction product. The product is: [CH2:1]([O:3][CH2:4][C:5]1[N:6]([CH2:18][CH2:19][CH2:20][CH2:21][CH2:22][C:23]([N:25]2[CH2:26][CH2:27][O:28][CH2:29][CH2:30]2)=[O:24])[C:7]2[C:16]3[CH:15]=[CH:14][CH:13]=[CH:12][C:11]=3[N:10]=[C:9]([NH2:54])[C:8]=2[N:17]=1)[CH3:2].